From a dataset of Catalyst prediction with 721,799 reactions and 888 catalyst types from USPTO. Predict which catalyst facilitates the given reaction. (1) Reactant: [CH:1]1([C:4]2[N:5]=[CH:6][N:7]([C:9]3[C:14]([F:15])=[CH:13][N:12]=[C:11]([C:16]([OH:18])=O)[CH:10]=3)[CH:8]=2)[CH2:3][CH2:2]1.Cl.[CH:20]1([N:23]2[CH:27]=[N:26][N:25]=[C:24]2[C:28]2[S:29][CH:30]=[C:31]([NH2:33])[N:32]=2)[CH2:22][CH2:21]1.CN(C(ON1N=NC2C=CC=NC1=2)=[N+](C)C)C.F[P-](F)(F)(F)(F)F.CN1CCOCC1. Product: [CH:1]1([C:4]2[N:5]=[CH:6][N:7]([C:9]3[C:14]([F:15])=[CH:13][N:12]=[C:11]([C:16]([NH:33][C:31]4[N:32]=[C:28]([C:24]5[N:23]([CH:20]6[CH2:22][CH2:21]6)[CH:27]=[N:26][N:25]=5)[S:29][CH:30]=4)=[O:18])[CH:10]=3)[CH:8]=2)[CH2:2][CH2:3]1. The catalyst class is: 3. (2) Reactant: C(OC([N:11]1[CH2:16][CH2:15][CH:14]([CH:17]([C:19]2[N:23]3[N:24]=[C:25]([CH3:28])[CH:26]=[CH:27][C:22]3=[C:21]([C:29]([O:31][CH2:32][CH3:33])=[O:30])[C:20]=2[CH3:34])[CH3:18])[CH2:13][CH2:12]1)=O)C1C=CC=CC=1. Product: [CH3:28][C:25]1[CH:26]=[CH:27][C:22]2[N:23]([C:19]([CH:17]([CH:14]3[CH2:15][CH2:16][NH:11][CH2:12][CH2:13]3)[CH3:18])=[C:20]([CH3:34])[C:21]=2[C:29]([O:31][CH2:32][CH3:33])=[O:30])[N:24]=1. The catalyst class is: 19. (3) Reactant: S(O)(O)(=O)=O.[CH3:6][S:7][C:8](=[NH:10])[NH2:9].[CH2:11]([O:13][C:14](=[O:22])[C:15](=O)[CH2:16][C:17](=O)[CH2:18][CH3:19])[CH3:12]. Product: [CH2:11]([O:13][C:14]([C:15]1[CH:16]=[C:17]([CH2:18][CH3:19])[N:9]=[C:8]([S:7][CH3:6])[N:10]=1)=[O:22])[CH3:12]. The catalyst class is: 8. (4) Reactant: [NH2:1][C:2]1[C:3]2[C:10]([C:11]3[CH:16]=[CH:15][C:14]([NH:17][C:18]4[C:19](=[O:26])[C:20](=[O:25])[C:21]=4OCC)=[CH:13][CH:12]=3)=[C:9]([CH2:27][CH3:28])[S:8][C:4]=2[N:5]=[CH:6][N:7]=1.[CH3:29][C:30]1[CH:31]=[C:32]([CH:34]=[CH:35][CH:36]=1)[NH2:33]. Product: [NH2:1][C:2]1[C:3]2[C:10]([C:11]3[CH:16]=[CH:15][C:14]([NH:17][C:18]4[C:19](=[O:26])[C:20](=[O:25])[C:21]=4[NH:33][C:32]4[CH:34]=[CH:35][CH:36]=[C:30]([CH3:29])[CH:31]=4)=[CH:13][CH:12]=3)=[C:9]([CH2:27][CH3:28])[S:8][C:4]=2[N:5]=[CH:6][N:7]=1. The catalyst class is: 8.